From a dataset of Catalyst prediction with 721,799 reactions and 888 catalyst types from USPTO. Predict which catalyst facilitates the given reaction. The catalyst class is: 57. Reactant: [Cl:1][C:2]1[CH:21]=[CH:20][CH:19]=[C:18]([Cl:22])[C:3]=1[CH2:4][N:5]1[CH:9]=[C:8]([N+:10]([O-:12])=[O:11])[N:7]=[C:6]1[C:13](OCC)=[O:14].[Cl-].[Li+].[BH4-].[Na+].C(C(C(C([O-])=O)O)O)([O-])=O.[Na+].[K+]. Product: [Cl:22][C:18]1[CH:19]=[CH:20][CH:21]=[C:2]([Cl:1])[C:3]=1[CH2:4][N:5]1[CH:9]=[C:8]([N+:10]([O-:12])=[O:11])[N:7]=[C:6]1[CH2:13][OH:14].